From a dataset of Full USPTO retrosynthesis dataset with 1.9M reactions from patents (1976-2016). Predict the reactants needed to synthesize the given product. Given the product [Br:1][C:2]1[CH:3]=[C:4]([CH2:7][N:8]2[C:12](=[O:13])[O:11][N:10]=[C:9]2[C:14]2[C:18]([NH:19][CH2:20][CH2:21][OH:22])=[N:17][O:16][N:15]=2)[O:5][CH:6]=1, predict the reactants needed to synthesize it. The reactants are: [Br:1][C:2]1[CH:3]=[C:4]([CH2:7][N:8]2[C:12](=[O:13])[O:11][N:10]=[C:9]2[C:14]2[C:18]([NH:19][CH2:20][CH2:21][O:22]C)=[N:17][O:16][N:15]=2)[O:5][CH:6]=1.B(Br)(Br)Br.C(=O)(O)[O-].[Na+].